Dataset: NCI-60 drug combinations with 297,098 pairs across 59 cell lines. Task: Regression. Given two drug SMILES strings and cell line genomic features, predict the synergy score measuring deviation from expected non-interaction effect. Drug 1: COC1=C(C=C2C(=C1)N=CN=C2NC3=CC(=C(C=C3)F)Cl)OCCCN4CCOCC4. Drug 2: C1=C(C(=O)NC(=O)N1)N(CCCl)CCCl. Cell line: CAKI-1. Synergy scores: CSS=70.0, Synergy_ZIP=-1.78, Synergy_Bliss=-0.227, Synergy_Loewe=1.60, Synergy_HSA=6.10.